From a dataset of Reaction yield outcomes from USPTO patents with 853,638 reactions. Predict the reaction yield, written as a fraction of the theoretical maximum amount of product (1.0 means a 100% yield; for example, 0.34 means a 34% yield). (1) The reactants are [C:1]1([CH3:11])[CH:6]=[CH:5]C(S(O)(=O)=O)=CC=1.[NH2:12][CH:13]([C:16]#[N:17])[C:14]#[N:15].C(N(CC)CC)C.C(OC)(OC)(OC)CCC.[NH2:35][CH2:36][CH2:37][O:38][CH2:39][CH2:40][NH:41][C:42](=[O:48])[O:43][C:44]([CH3:47])([CH3:46])[CH3:45]. The catalyst is C1COCC1. The product is [NH2:15][C:14]1[N:35]([CH2:36][CH2:37][O:38][CH2:39][CH2:40][NH:41][C:42](=[O:48])[O:43][C:44]([CH3:46])([CH3:45])[CH3:47])[C:5]([CH2:6][CH2:1][CH3:11])=[N:12][C:13]=1[C:16]#[N:17]. The yield is 0.770. (2) The product is [C:29]([O:32][CH2:33][C:34]([N:2]1[CH2:3][CH2:4][C:5]2[C:10](=[CH:9][CH:8]=[C:7]([N:11]3[CH2:15][C@H:14]([CH2:16][NH:17][C:18](=[O:20])[CH3:19])[O:13][C:12]3=[O:21])[CH:6]=2)[CH2:1]1)=[O:35])(=[O:31])[CH3:30]. The yield is 0.690. The catalyst is C(Cl)Cl. The reactants are [CH2:1]1[C:10]2[C:5](=[CH:6][C:7]([N:11]3[CH2:15][C@H:14]([CH2:16][NH:17][C:18](=[O:20])[CH3:19])[O:13][C:12]3=[O:21])=[CH:8][CH:9]=2)[CH2:4][CH2:3][NH:2]1.C(N(CC)CC)C.[C:29]([O:32][CH2:33][C:34](Cl)=[O:35])(=[O:31])[CH3:30]. (3) The reactants are [C:1]([N:4]1[CH2:9][CH2:8][N:7]([CH2:10][CH2:11][CH2:12][O:13][C:14]2[CH:15]=[C:16]3[C:21](=[CH:22][C:23]=2[O:24][CH3:25])[N:20]=[CH:19][N:18]=[C:17]3Cl)[CH2:6][CH2:5]1)(=[O:3])[CH3:2].[OH:27][C:28]1[CH:29]=[C:30]2[C:34](=[CH:35][CH:36]=1)[NH:33][N:32]=[CH:31]2.C(=O)([O-])[O-].[Cs+].[Cs+]. The catalyst is CC(C)=O. The yield is 0.680. The product is [C:1]([N:4]1[CH2:9][CH2:8][N:7]([CH2:10][CH2:11][CH2:12][O:13][C:14]2[CH:15]=[C:16]3[C:21](=[CH:22][C:23]=2[O:24][CH3:25])[N:20]=[CH:19][N:18]=[C:17]3[O:27][C:28]2[CH:29]=[C:30]3[C:34](=[CH:35][CH:36]=2)[NH:33][N:32]=[CH:31]3)[CH2:6][CH2:5]1)(=[O:3])[CH3:2]. (4) The product is [CH3:13][N:14]1[CH:15]2[CH2:21][CH2:20][CH:19]1[CH2:18][CH:17]([O:22][C:23]1[N:28]=[C:27]([N:29]3[CH2:30][CH2:31][O:32][CH2:33][CH2:34]3)[N:26]=[C:25]([C:35]3[CH:36]=[CH:37][C:38]([NH:41][C:5]([NH:42][C:43]4[CH:48]=[CH:47][N:46]=[CH:45][CH:44]=4)=[O:11])=[CH:39][CH:40]=3)[N:24]=1)[CH2:16]2. The reactants are ClC(Cl)(O[C:5](=[O:11])OC(Cl)(Cl)Cl)Cl.[CH3:13][N:14]1[CH:19]2[CH2:20][CH2:21][CH:15]1[CH2:16][CH:17]([O:22][C:23]1[N:28]=[C:27]([N:29]3[CH2:34][CH2:33][O:32][CH2:31][CH2:30]3)[N:26]=[C:25]([C:35]3[CH:40]=[CH:39][C:38]([NH2:41])=[CH:37][CH:36]=3)[N:24]=1)[CH2:18]2.[NH2:42][C:43]1[CH:48]=[CH:47][N:46]=[CH:45][CH:44]=1.CCN(CC)CC. The yield is 0.220. The catalyst is C(Cl)Cl. (5) The reactants are [CH2:1]([O:8][C:9]([NH:11][C:12]1[C:13]([C:23]([O:25][CH2:26][CH3:27])=[O:24])=[N:14][C:15]2[C:20]([CH:21]=1)=[CH:19][N:18]=[C:17](Br)[CH:16]=2)=[O:10])[C:2]1[CH:7]=[CH:6][CH:5]=[CH:4][CH:3]=1.[CH3:28][C:29]1(C)C(C)(C)OB(C=C)O1.C(=O)([O-])[O-].[K+].[K+]. The catalyst is O1CCOCC1.O.C1C=CC([P]([Pd]([P](C2C=CC=CC=2)(C2C=CC=CC=2)C2C=CC=CC=2)([P](C2C=CC=CC=2)(C2C=CC=CC=2)C2C=CC=CC=2)[P](C2C=CC=CC=2)(C2C=CC=CC=2)C2C=CC=CC=2)(C2C=CC=CC=2)C2C=CC=CC=2)=CC=1. The product is [CH2:1]([O:8][C:9]([NH:11][C:12]1[C:13]([C:23]([O:25][CH2:26][CH3:27])=[O:24])=[N:14][C:15]2[C:20]([CH:21]=1)=[CH:19][N:18]=[C:17]([CH:28]=[CH2:29])[CH:16]=2)=[O:10])[C:2]1[CH:7]=[CH:6][CH:5]=[CH:4][CH:3]=1. The yield is 0.500. (6) The reactants are [F:1][C:2]1[CH:7]=[CH:6][C:5]([CH2:8][CH2:9]O)=[CH:4][CH:3]=1.P(Br)(Br)[Br:12]. The product is [F:1][C:2]1[CH:7]=[CH:6][C:5]([CH2:8][CH2:9][Br:12])=[CH:4][CH:3]=1. The yield is 0.310. The catalyst is C1(C)C=CC=CC=1. (7) The reactants are [N+:1]([C:4]1[CH:5]=[C:6]2[C:14](=[CH:15][CH:16]=1)[NH:13][C:12]1[CH2:11][CH2:10][CH2:9][CH2:8][C:7]2=1)([O-])=O.C(O)C.O.O.[Sn](Cl)Cl. The catalyst is C(=O)(O)[O-].[Na+]. The product is [CH2:11]1[C:12]2[NH:13][C:14]3[C:6](=[CH:5][C:4]([NH2:1])=[CH:16][CH:15]=3)[C:7]=2[CH2:8][CH2:9][CH2:10]1. The yield is 0.950.